The task is: Binary Classification. Given a drug SMILES string, predict its activity (active/inactive) in a high-throughput screening assay against a specified biological target.. This data is from Cav3 T-type calcium channel HTS with 100,875 compounds. (1) The drug is O(C(C)C)c1cc(C(=O)Nc2cc(NC(=O)c3occc3)ccc2OC)ccc1. The result is 1 (active). (2) The compound is S(=O)(=O)(n1c2c(nc1C)cccc2)c1cc(OCC)c(F)cc1. The result is 0 (inactive). (3) The compound is O1C(OCCCCO)CC(c2ccc(OC)cc2)C=C1C(O)=O. The result is 0 (inactive).